Task: Regression. Given two drug SMILES strings and cell line genomic features, predict the synergy score measuring deviation from expected non-interaction effect.. Dataset: NCI-60 drug combinations with 297,098 pairs across 59 cell lines (1) Drug 1: CC1=C(N=C(N=C1N)C(CC(=O)N)NCC(C(=O)N)N)C(=O)NC(C(C2=CN=CN2)OC3C(C(C(C(O3)CO)O)O)OC4C(C(C(C(O4)CO)O)OC(=O)N)O)C(=O)NC(C)C(C(C)C(=O)NC(C(C)O)C(=O)NCCC5=NC(=CS5)C6=NC(=CS6)C(=O)NCCC[S+](C)C)O. Drug 2: C(CCl)NC(=O)N(CCCl)N=O. Cell line: HCC-2998. Synergy scores: CSS=18.9, Synergy_ZIP=9.57, Synergy_Bliss=12.9, Synergy_Loewe=-1.98, Synergy_HSA=8.13. (2) Drug 1: CN(CCCl)CCCl.Cl. Drug 2: C1CN(CCN1C(=O)CCBr)C(=O)CCBr. Cell line: 786-0. Synergy scores: CSS=27.5, Synergy_ZIP=-7.61, Synergy_Bliss=-0.299, Synergy_Loewe=-14.8, Synergy_HSA=-0.125. (3) Drug 1: C1=NNC2=C1C(=O)NC=N2. Drug 2: N.N.Cl[Pt+2]Cl. Cell line: HOP-62. Synergy scores: CSS=35.1, Synergy_ZIP=4.29, Synergy_Bliss=4.79, Synergy_Loewe=-23.8, Synergy_HSA=-2.25. (4) Drug 1: CS(=O)(=O)C1=CC(=C(C=C1)C(=O)NC2=CC(=C(C=C2)Cl)C3=CC=CC=N3)Cl. Drug 2: C1CC(=O)NC(=O)C1N2C(=O)C3=CC=CC=C3C2=O. Cell line: MOLT-4. Synergy scores: CSS=8.78, Synergy_ZIP=3.92, Synergy_Bliss=10.3, Synergy_Loewe=6.25, Synergy_HSA=7.13.